Dataset: Peptide-MHC class I binding affinity with 185,985 pairs from IEDB/IMGT. Task: Regression. Given a peptide amino acid sequence and an MHC pseudo amino acid sequence, predict their binding affinity value. This is MHC class I binding data. (1) The peptide sequence is RSLFNTVATLY. The MHC is HLA-B35:03 with pseudo-sequence HLA-B35:03. The binding affinity (normalized) is 0. (2) The peptide sequence is TPENFSSLI. The MHC is HLA-B07:02 with pseudo-sequence HLA-B07:02. The binding affinity (normalized) is 0.166. (3) The MHC is BoLA-D18.4 with pseudo-sequence BoLA-D18.4. The peptide sequence is WMRWGGWPF. The binding affinity (normalized) is 0.497.